This data is from Full USPTO retrosynthesis dataset with 1.9M reactions from patents (1976-2016). The task is: Predict the reactants needed to synthesize the given product. (1) Given the product [CH2:3]([C:6]1([CH:9]([C:10]([O:12][CH2:13][CH3:14])=[O:11])[C:15]([O:17][CH2:18][CH3:19])=[O:16])[CH2:8][CH2:7]1)[CH:2]=[CH2:1], predict the reactants needed to synthesize it. The reactants are: [CH2:1]([Mg]Br)[CH:2]=[CH2:3].[C:6]1(=[C:9]([C:15]([O:17][CH2:18][CH3:19])=[O:16])[C:10]([O:12][CH2:13][CH3:14])=[O:11])[CH2:8][CH2:7]1. (2) Given the product [C:1]([O:5][C:6]([N:8]1[CH2:13][CH2:12][CH:11]([NH:19][C:18]2[CH:20]=[CH:21][CH:22]=[C:23]([O:24][CH3:25])[C:17]=2[O:16][CH3:15])[CH2:10][CH2:9]1)=[O:7])([CH3:4])([CH3:3])[CH3:2], predict the reactants needed to synthesize it. The reactants are: [C:1]([O:5][C:6]([N:8]1[CH2:13][CH2:12][C:11](=O)[CH2:10][CH2:9]1)=[O:7])([CH3:4])([CH3:3])[CH3:2].[CH3:15][O:16][C:17]1[C:23]([O:24][CH3:25])=[CH:22][CH:21]=[CH:20][C:18]=1[NH2:19]. (3) Given the product [C:24]([O:12][C:2]([CH3:1])([CH2:5][CH2:6][CH:7]([CH3:11])[CH:8]([CH3:9])[CH3:10])[C:3]#[CH:4])(=[O:26])[CH3:25], predict the reactants needed to synthesize it. The reactants are: [CH3:1][C:2]([OH:12])([CH2:5][CH2:6][CH:7]([CH3:11])[CH:8]([CH3:10])[CH3:9])[C:3]#[CH:4].C1(C)C=CC(S(O)(=O)=O)=CC=1.[C:24](OC(=O)C)(=[O:26])[CH3:25]. (4) Given the product [Cl:1][C:2]1[CH:7]=[CH:6][C:5]([O:8][C:9]2[CH:16]=[CH:15][C:14]([CH2:17][CH2:18][S:43][C:40]3[NH:41][CH:42]=[C:37]([CH2:36][C:34]4[CH:33]=[N:32][CH:31]=[N:30][CH:35]=4)[C:38](=[O:44])[N:39]=3)=[CH:13][C:10]=2[C:11]#[N:12])=[CH:4][C:3]=1[C:20]([F:23])([F:22])[F:21], predict the reactants needed to synthesize it. The reactants are: [Cl:1][C:2]1[CH:7]=[CH:6][C:5]([O:8][C:9]2[CH:16]=[CH:15][C:14]([CH2:17][CH2:18]I)=[CH:13][C:10]=2[C:11]#[N:12])=[CH:4][C:3]=1[C:20]([F:23])([F:22])[F:21].C([O-])([O-])=O.[K+].[K+].[N:30]1[CH:35]=[C:34]([CH2:36][C:37]2[C:38](=[O:44])[NH:39][C:40](=[S:43])[NH:41][CH:42]=2)[CH:33]=[N:32][CH:31]=1. (5) Given the product [CH:5]1[C:6]2[C:1](=[C:7]([C:31]3[CH:32]=[C:33]4[C:28]([C:27]5[CH:26]=[CH:25][C:24]([C:8]6[C:21]7[C:22]8=[C:23]9[C:18](=[CH:19][CH:20]=7)[CH:17]=[CH:16][CH:15]=[C:14]9[CH:13]=[CH:12][C:11]8=[CH:10][CH:9]=6)=[CH:36][C:35]=5[C:34]4([CH2:37][CH2:38][CH2:39][CH2:40][CH2:41][CH2:42][CH2:43][CH3:44])[CH2:45][CH2:46][CH2:47][CH2:48][CH2:49][CH2:50][CH2:51][CH3:52])=[CH:29][CH:30]=3)[C:6]3[C:1]([C:7]=2[C:2]2[C:1]4[C:6]([CH:5]=[C:4]5[C:3]=2[CH:3]=[CH:2][CH:1]=[CH:7]5)=[CH:6][CH:5]=[CH:4][CH:7]=4)=[CH:2][CH:3]=[CH:4][CH:5]=3)[CH:2]=[CH:3][CH:4]=1, predict the reactants needed to synthesize it. The reactants are: [C:1]1([CH3:7])[CH:6]=[CH:5][CH:4]=[CH:3][CH:2]=1.[C:8]1([C:24]2[CH:36]=[C:35]3[C:27]([C:28]4[CH:29]=[CH:30][C:31](B(O)O)=[CH:32][C:33]=4[C:34]3([CH2:45][CH2:46][CH2:47][CH2:48][CH2:49][CH2:50][CH2:51][CH3:52])[CH2:37][CH2:38][CH2:39][CH2:40][CH2:41][CH2:42][CH2:43][CH3:44])=[CH:26][CH:25]=2)[C:21]2[C:22]3=[C:23]4[C:18](=[CH:19][CH:20]=2)[CH:17]=[CH:16][CH:15]=[C:14]4[CH:13]=[CH:12][C:11]3=[CH:10][CH:9]=1.C([O-])([O-])=O.[Na+].[Na+]. (6) Given the product [C:1]([C:3]1[CH:4]=[CH:5][C:6]([CH2:7][CH:8]([CH:18]=[O:19])[CH2:9][CH2:10][CH2:11][CH2:12][C:13]([O:15][CH2:16][CH3:17])=[O:14])=[CH:20][CH:21]=1)#[N:2], predict the reactants needed to synthesize it. The reactants are: [C:1]([C:3]1[CH:21]=[CH:20][C:6]([CH2:7][CH:8]([CH2:18][OH:19])[CH2:9][CH2:10][CH2:11][CH2:12][C:13]([O:15][CH2:16][CH3:17])=[O:14])=[CH:5][CH:4]=1)#[N:2].[Cr](Cl)([O-])(=O)=O.[NH+]1C=CC=CC=1. (7) Given the product [OH:2][C:3]1[CH:4]=[C:5]2[C:9](=[CH:10][CH:11]=1)[C:8](=[O:12])[N:7]([CH2:13][CH2:14][CH2:15][C:16]1[CH:17]=[CH:18][CH:19]=[CH:20][CH:21]=1)[C:6]2([CH3:23])[CH3:22], predict the reactants needed to synthesize it. The reactants are: C[O:2][C:3]1[CH:4]=[C:5]2[C:9](=[CH:10][CH:11]=1)[C:8](=[O:12])[N:7]([CH2:13][CH2:14][CH2:15][C:16]1[CH:21]=[CH:20][CH:19]=[CH:18][CH:17]=1)[C:6]2([CH3:23])[CH3:22].B(Br)(Br)Br. (8) Given the product [CH:6]([O:5][C@H:4]([CH2:8][CH2:9][C:10]1[CH:11]=[CH:12][C:13]([C:16]2[CH:17]=[N:18][C:19]([O:22][CH3:23])=[CH:20][CH:21]=2)=[CH:14][CH:15]=1)[C@@H:3]([CH:2]=[O:1])[CH2:24][CH2:25][N:26]1[C:34](=[O:35])[C:33]2[C:28](=[CH:29][CH:30]=[CH:31][CH:32]=2)[C:27]1=[O:36])=[O:7], predict the reactants needed to synthesize it. The reactants are: [OH:1][C@@H:2]1[C@H:6]([OH:7])[O:5][C@H:4]([CH2:8][CH2:9][C:10]2[CH:15]=[CH:14][C:13]([C:16]3[CH:17]=[N:18][C:19]([O:22][CH3:23])=[CH:20][CH:21]=3)=[CH:12][CH:11]=2)[C@@H:3]1[CH2:24][CH2:25][N:26]1[C:34](=[O:35])[C:33]2[C:28](=[CH:29][CH:30]=[CH:31][CH:32]=2)[C:27]1=[O:36].I([O-])(=O)(=O)=O.[Na+].